From a dataset of Forward reaction prediction with 1.9M reactions from USPTO patents (1976-2016). Predict the product of the given reaction. (1) Given the reactants [CH3:1][C:2]1[CH:3]=[C:4](O)[C:5]2[N:13]3[C:8]([C:9]([C:14]4[C:19]([CH3:20])=[CH:18][C:17]([CH3:21])=[CH:16][C:15]=4[CH3:22])=[CH:10][CH:11]=[CH:12]3)=[CH:7][C:6]=2[N:23]=1.OC1C2N3C(C=CC=C3)=C(C3C(C)=CC(C)=CC=3C)C=2N=C(C)C=1.P(Cl)(Cl)([Cl:51])=O, predict the reaction product. The product is: [Cl:51][C:4]1[C:5]2[N:13]3[C:8]([C:9]([C:14]4[C:19]([CH3:20])=[CH:18][C:17]([CH3:21])=[CH:16][C:15]=4[CH3:22])=[CH:10][CH:11]=[CH:12]3)=[CH:7][C:6]=2[N:23]=[C:2]([CH3:1])[CH:3]=1. (2) Given the reactants [C@@H:1]12[O:6][C@@H:5]1[CH2:4][CH:3]([C:7]([O:9][CH3:10])=[O:8])[CH2:2]2, predict the reaction product. The product is: [OH:6][C@H:1]1[CH2:5][CH2:4][C@H:3]([C:7]([O:9][CH3:10])=[O:8])[CH2:2]1.